From a dataset of Reaction yield outcomes from USPTO patents with 853,638 reactions. Predict the reaction yield, written as a fraction of the theoretical maximum amount of product (1.0 means a 100% yield; for example, 0.34 means a 34% yield). The reactants are [NH:1]([C:5]1[CH:11]=[CH:10][C:8]([OH:9])=[CH:7][CH:6]=1)[C:2]([CH3:4])=[O:3].[C:12]([O:15][C:16]1[CH:21]=[CH:20][C:19](/[CH:22]=[CH:23]/[C:24](Cl)=[O:25])=[CH:18][C:17]=1[O:27][CH3:28])(=[O:14])[CH3:13].O. The catalyst is N1C=CC=CC=1.CC(C)=O. The product is [C:2]([NH:1][C:5]1[CH:11]=[CH:10][C:8]([O:9][C:24](=[O:25])/[CH:23]=[CH:22]/[C:19]2[CH:20]=[CH:21][C:16]([O:15][C:12](=[O:14])[CH3:13])=[C:17]([O:27][CH3:28])[CH:18]=2)=[CH:7][CH:6]=1)(=[O:3])[CH3:4]. The yield is 0.700.